From a dataset of Reaction yield outcomes from USPTO patents with 853,638 reactions. Predict the reaction yield, written as a fraction of the theoretical maximum amount of product (1.0 means a 100% yield; for example, 0.34 means a 34% yield). (1) The reactants are [Br:1][C:2]1[C:3]([O:19][CH3:20])=[CH:4][C:5]([Cl:18])=[C:6]([C:8]([C:10]2[CH:15]=[CH:14][C:13]([CH2:16][CH3:17])=[CH:12][CH:11]=2)=O)[CH:7]=1.C([SiH](CC)CC)C.FC(F)(F)S(O)(=O)=O. The catalyst is FC(F)(F)C(O)=O. The product is [Br:1][C:2]1[CH:7]=[C:6]([CH2:8][C:10]2[CH:11]=[CH:12][C:13]([CH2:16][CH3:17])=[CH:14][CH:15]=2)[C:5]([Cl:18])=[CH:4][C:3]=1[O:19][CH3:20]. The yield is 0.910. (2) The reactants are Cl[C:2]1[CH:3]=[C:4]([O:13][CH2:14][C:15]23[CH2:22][CH2:21][C:18](/[CH:23]=[CH:24]/[C:25]([OH:27])=[O:26])([CH2:19][CH2:20]2)[CH2:17][CH2:16]3)[C:5]2[O:9][C:8]([CH3:11])([CH3:10])[CH2:7][C:6]=2[CH:12]=1. The catalyst is CCOC(C)=O.[Pd]. The product is [CH3:10][C:8]1([CH3:11])[CH2:7][C:6]2[CH:12]=[CH:2][CH:3]=[C:4]([O:13][CH2:14][C:15]34[CH2:22][CH2:21][C:18]([CH2:23][CH2:24][C:25]([OH:27])=[O:26])([CH2:19][CH2:20]3)[CH2:17][CH2:16]4)[C:5]=2[O:9]1. The yield is 0.850. (3) The reactants are [Cl:1][C:2]1[CH:7]=[CH:6][C:5]([Mg]Br)=[CH:4][C:3]=1[F:10].[C:11]([O:15][C:16]([N:18]1[CH2:23][CH2:22][C:21](=[O:24])[CH2:20][CH2:19]1)=[O:17])([CH3:14])([CH3:13])[CH3:12].[Cl-].[NH4+]. No catalyst specified. The product is [C:11]([O:15][C:16]([N:18]1[CH2:23][CH2:22][C:21]([C:5]2[CH:6]=[CH:7][C:2]([Cl:1])=[C:3]([F:10])[CH:4]=2)([OH:24])[CH2:20][CH2:19]1)=[O:17])([CH3:14])([CH3:12])[CH3:13]. The yield is 0.300. (4) The reactants are C(OO)(C)(C)C.[Br:7][C:8]1[CH:9]=[C:10]([C:14]2([C:22]3[CH:31]=[CH:30][C:29]4[CH2:28][CH2:27][CH2:26][CH2:25][C:24]=4[CH:23]=3)[NH:18][C:17](=S)[N:16]([CH3:20])[C:15]2=[O:21])[CH:11]=[CH:12][CH:13]=1.CO.[OH-].[NH4+:35]. No catalyst specified. The product is [NH2:35][CH:17]1[N:16]([CH3:20])[C:15](=[O:21])[C:14]([C:10]2[CH:11]=[CH:12][CH:13]=[C:8]([Br:7])[CH:9]=2)([C:22]2[CH:31]=[CH:30][C:29]3[CH2:28][CH2:27][CH2:26][CH2:25][C:24]=3[CH:23]=2)[NH:18]1. The yield is 0.440. (5) The reactants are [C:1]1([S:7]([N:10]2[C:18]3[C:13](=[CH:14][C:15]([C:19]#[C:20][C:21]4[CH:26]=[CH:25][CH:24]=[CH:23][CH:22]=4)=[CH:16][CH:17]=3)[C:12]3[CH:27]=[C:28]([Cl:31])[CH:29]=[N:30][C:11]2=3)(=[O:9])=[O:8])[CH:6]=[CH:5][CH:4]=[CH:3][CH:2]=1. The catalyst is C(O)C.[Pd]. The product is [C:1]1([S:7]([N:10]2[C:18]3[C:13](=[CH:14][C:15]([CH2:19][CH2:20][C:21]4[CH:26]=[CH:25][CH:24]=[CH:23][CH:22]=4)=[CH:16][CH:17]=3)[C:12]3[CH:27]=[C:28]([Cl:31])[CH:29]=[N:30][C:11]2=3)(=[O:8])=[O:9])[CH:2]=[CH:3][CH:4]=[CH:5][CH:6]=1. The yield is 0.910. (6) The reactants are Cl[C:2]1[CH:7]=[C:6]([Cl:8])[N:5]=[C:4]([S:9][CH3:10])[N:3]=1.[CH:11]([N:14](CC)[CH:15](C)C)(C)C.C(N(CC)CC)C.Cl.CNC. The catalyst is O1CCCC1. The product is [Cl:8][C:6]1[N:5]=[C:4]([S:9][CH3:10])[N:3]=[C:2]([N:14]([CH3:15])[CH3:11])[CH:7]=1. The yield is 0.730.